From a dataset of Orexin1 receptor HTS with 218,158 compounds and 233 confirmed actives. Binary Classification. Given a drug SMILES string, predict its activity (active/inactive) in a high-throughput screening assay against a specified biological target. (1) The molecule is Clc1cc2[nH]c(nc(=O)c2cc1)CN(C(=O)C1CN(C(=O)C1)c1c2c(ccc1)cccc2)CC. The result is 0 (inactive). (2) The drug is s1c(C(=O)N\N=C(/c2cc(NC(=O)C(CC)CC)ccc2)C)ccc1C. The result is 0 (inactive). (3) The drug is s\1c=2n(C(N)=C(C(C2C#N)c2sccc2)C#N)c(=O)c1=C/c1sccc1. The result is 0 (inactive). (4) The molecule is Oc1c(C(=O)N\N=C\c2cc3c(n(c4c3cccc4)C)cc2)cc(O)cc1. The result is 0 (inactive). (5) The compound is O=c1c2c(n(c3c1cccc3)CC=C)ccc(c2)C#Cc1ncccc1. The result is 1 (active).